From a dataset of Aqueous solubility values for 9,982 compounds from the AqSolDB database. Regression/Classification. Given a drug SMILES string, predict its absorption, distribution, metabolism, or excretion properties. Task type varies by dataset: regression for continuous measurements (e.g., permeability, clearance, half-life) or binary classification for categorical outcomes (e.g., BBB penetration, CYP inhibition). For this dataset (solubility_aqsoldb), we predict Y. (1) The molecule is O=C(O)O.[Ag]. The Y is -3.45 log mol/L. (2) The compound is Clc1ccc(-c2ccc(Cl)cc2Cl)c(Cl)c1. The Y is -6.51 log mol/L. (3) The compound is CCCCOP(=O)(OCCCC)OCCCC. The Y is -2.85 log mol/L. (4) The drug is CCOC(=O)C(C)Oc1cccc(Oc2nc3ccc(Cl)cc3s2)c1. The Y is -5.67 log mol/L. (5) The drug is CC(=O)Nc1ccc(OC(=O)c2ccccc2OC(C)=O)cc1. The Y is -4.19 log mol/L. (6) The compound is Oc1ccc(Cl)c(Cl)c1. The Y is -1.25 log mol/L.